This data is from NCI-60 drug combinations with 297,098 pairs across 59 cell lines. The task is: Regression. Given two drug SMILES strings and cell line genomic features, predict the synergy score measuring deviation from expected non-interaction effect. Drug 1: CC1=C(C=C(C=C1)NC(=O)C2=CC=C(C=C2)CN3CCN(CC3)C)NC4=NC=CC(=N4)C5=CN=CC=C5. Drug 2: C1CN(P(=O)(OC1)NCCCl)CCCl. Cell line: SF-539. Synergy scores: CSS=1.18, Synergy_ZIP=-2.50, Synergy_Bliss=-2.11, Synergy_Loewe=-11.5, Synergy_HSA=-4.94.